Dataset: Full USPTO retrosynthesis dataset with 1.9M reactions from patents (1976-2016). Task: Predict the reactants needed to synthesize the given product. (1) Given the product [CH2:27]([O:30][N:31]([C@H:13]1[CH2:12][N:11]([C:20]([O:22][C:23]([CH3:26])([CH3:24])[CH3:25])=[O:21])[C@H:10]([CH2:9][O:8][Si:1]([C:4]([CH3:6])([CH3:7])[CH3:5])([CH3:2])[CH3:3])[CH:15]=[C:14]1[CH:16]1[CH2:17][CH2:18]1)[S:32]([C:35]1[CH:40]=[CH:39][CH:38]=[CH:37][C:36]=1[N+:41]([O-:43])=[O:42])(=[O:34])=[O:33])[CH:28]=[CH2:29], predict the reactants needed to synthesize it. The reactants are: [Si:1]([O:8][CH2:9][C@@H:10]1[CH:15]=[C:14]([CH:16]2[CH2:18][CH2:17]2)[C@H:13](O)[CH2:12][N:11]1[C:20]([O:22][C:23]([CH3:26])([CH3:25])[CH3:24])=[O:21])([C:4]([CH3:7])([CH3:6])[CH3:5])([CH3:3])[CH3:2].[CH2:27]([O:30][NH:31][S:32]([C:35]1[CH:40]=[CH:39][CH:38]=[CH:37][C:36]=1[N+:41]([O-:43])=[O:42])(=[O:34])=[O:33])[CH:28]=[CH2:29].C(ON([C@H]1CN(C(OC(C)(C)C)=O)[C@H](CO[Si](C(C)(C)C)(C)C)C=C1C)S(C1C=CC=CC=1[N+]([O-])=O)(=O)=O)C=C. (2) Given the product [CH2:8]([O:10][C:11]([C@@H:13]1[CH2:3][C@H:2]1[C:1]([O:5][CH2:6][CH3:7])=[O:4])=[O:12])[CH3:9], predict the reactants needed to synthesize it. The reactants are: [C:1]([O:5][CH2:6][CH3:7])(=[O:4])[CH:2]=[CH2:3].[CH2:8]([O:10][C:11]([CH2:13][S+](C)C)=[O:12])[CH3:9]. (3) The reactants are: [S:1]1[C:5]2[CH:6]=[CH:7][CH:8]=[CH:9][C:4]=2[N:3]=[C:2]1[NH:10][CH2:11][C:12]1[CH:20]=[CH:19][C:15]([C:16]([OH:18])=O)=[CH:14][CH:13]=1.C1CN([P+](O[N:38]2N=[N:45][C:40]3[CH:41]=[CH:42][CH:43]=[CH:44][C:39]2=3)(N2CCCC2)N2CCCC2)CC1.F[P-](F)(F)(F)(F)F.C1(N)C=CC=CC=1N.CCN(CC)CC. Given the product [NH2:38][C:39]1[CH:44]=[CH:43][CH:42]=[CH:41][C:40]=1[NH:45][C:16](=[O:18])[C:15]1[CH:14]=[CH:13][C:12]([CH2:11][NH:10][C:2]2[S:1][C:5]3[CH:6]=[CH:7][CH:8]=[CH:9][C:4]=3[N:3]=2)=[CH:20][CH:19]=1, predict the reactants needed to synthesize it. (4) Given the product [Cl:36][C:37]1[CH:38]=[C:39]([CH:45]=[CH:46][C:47]=1[N:48]1[CH2:49][CH2:50][N:51]([CH2:2][C:3]2[CH:12]=[N:11][C:10]3[N:9]4[CH2:13][CH2:14][CH2:15][CH2:16][C@H:8]4[C:7](=[O:17])[NH:6][C:5]=3[CH:4]=2)[CH2:52][CH2:53]1)[C:40]([NH:42][CH2:43][CH3:44])=[O:41], predict the reactants needed to synthesize it. The reactants are: O[CH2:2][C:3]1[CH:12]=[N:11][C:10]2[N:9]3[CH2:13][CH2:14][CH2:15][CH2:16][C@H:8]3[C:7](=[O:17])[NH:6][C:5]=2[CH:4]=1.[I-].C(C[P+](C)(C)C)#N.CCN(C(C)C)C(C)C.Cl.[Cl:36][C:37]1[CH:38]=[C:39]([CH:45]=[CH:46][C:47]=1[N:48]1[CH2:53][CH2:52][NH:51][CH2:50][CH2:49]1)[C:40]([NH:42][CH2:43][CH3:44])=[O:41]. (5) The reactants are: [CH3:1][O:2][C:3]1[CH:10]=[CH:9][C:6]([CH2:7][NH2:8])=[CH:5][CH:4]=1.[C:11]([O:20][CH3:21])(=[O:19])[C:12]([CH2:14][C:15](OC)=[O:16])=[CH2:13].O. Given the product [CH3:1][O:2][C:3]1[CH:10]=[CH:9][C:6]([CH2:7][N:8]2[C:15](=[O:16])[CH2:14][CH:12]([C:11]([O:20][CH3:21])=[O:19])[CH2:13]2)=[CH:5][CH:4]=1, predict the reactants needed to synthesize it.